This data is from Peptide-MHC class II binding affinity with 134,281 pairs from IEDB. The task is: Regression. Given a peptide amino acid sequence and an MHC pseudo amino acid sequence, predict their binding affinity value. This is MHC class II binding data. (1) The peptide sequence is DIIFDIYFAILMMSC. The MHC is HLA-DQA10401-DQB10402 with pseudo-sequence HLA-DQA10401-DQB10402. The binding affinity (normalized) is 0.610. (2) The peptide sequence is IANIFTPLVQPVGAL. The MHC is DRB1_0401 with pseudo-sequence DRB1_0401. The binding affinity (normalized) is 0.350. (3) The peptide sequence is YVPLKSATCITRCNL. The MHC is DRB1_0101 with pseudo-sequence DRB1_0101. The binding affinity (normalized) is 0.747.